The task is: Binary Classification. Given a drug SMILES string, predict its activity (active/inactive) in a high-throughput screening assay against a specified biological target.. This data is from Kir2.1 potassium channel HTS with 301,493 compounds. (1) The drug is S(=O)(=O)(N1CCN(C2CCN(CC2)C(OCC)=O)CC1)c1ccc(cc1)C. The result is 0 (inactive). (2) The compound is o1c2c(cc(CCCCCC)c(O)c2)cc(c1=O)C(=O)Nc1c(OC)cccc1. The result is 0 (inactive). (3) The molecule is S1C2N(C(C1)C(=O)NCC(C)C)C(=O)c1c2cccc1. The result is 0 (inactive). (4) The drug is OC(=O)C1C2CC(C1C(=O)Nc1c(cccc1)C(O)=O)C=C2. The result is 0 (inactive). (5) The compound is Clc1ccc(S(=O)(=O)N2C(SCC2)c2occc2)cc1. The result is 1 (active). (6) The drug is Fc1ccc(cc1)/C=N\Nc1[nH]c2c(cccc2)c(=O)n1. The result is 0 (inactive).